Dataset: Full USPTO retrosynthesis dataset with 1.9M reactions from patents (1976-2016). Task: Predict the reactants needed to synthesize the given product. Given the product [CH2:35]([O:34][C:32]([C:26]([CH:14]1[C:13]2[N:9]([CH2:8][C:5]3[CH:6]=[CH:7][C:2]([Cl:1])=[CH:3][CH:4]=3)[C:10]([CH:18]3[CH2:20][CH2:19]3)=[N:11][C:12]=2[CH2:16][CH2:15]1)([C:24]([O:23][CH2:21][CH3:22])=[O:25])[C:27]([O:29][CH2:30][CH3:31])=[O:28])=[O:33])[CH3:36], predict the reactants needed to synthesize it. The reactants are: [Cl:1][C:2]1[CH:7]=[CH:6][C:5]([CH2:8][N:9]2[C:13]3[CH:14](O)[CH2:15][CH2:16][C:12]=3[N:11]=[C:10]2[CH:18]2[CH2:20][CH2:19]2)=[CH:4][CH:3]=1.[CH2:21]([O:23][C:24]([CH:26]([C:32]([O:34][CH2:35][CH3:36])=[O:33])[C:27]([O:29][CH2:30][CH3:31])=[O:28])=[O:25])[CH3:22].CP(C)C.N(C(OC(C)C)=O)=NC(OC(C)C)=O.